From a dataset of Forward reaction prediction with 1.9M reactions from USPTO patents (1976-2016). Predict the product of the given reaction. (1) Given the reactants [C:1](=O)([O-])[O-].[K+].[K+].CI.[CH:9]1([N:12]([CH2:28][C:29]2[CH:34]=[C:33]([O:35][CH2:36][CH2:37][CH2:38][O:39][CH3:40])[CH:32]=[C:31]([OH:41])[CH:30]=2)[C:13]([C@@H:15]2[O:20][CH2:19][CH2:18][N:17]([C:21]([O:23][C:24]([CH3:27])([CH3:26])[CH3:25])=[O:22])[CH2:16]2)=[O:14])[CH2:11][CH2:10]1.O, predict the reaction product. The product is: [CH:9]1([N:12]([CH2:28][C:29]2[CH:34]=[C:33]([O:35][CH2:36][CH2:37][CH2:38][O:39][CH3:40])[CH:32]=[C:31]([O:41][CH3:1])[CH:30]=2)[C:13]([C@@H:15]2[O:20][CH2:19][CH2:18][N:17]([C:21]([O:23][C:24]([CH3:27])([CH3:26])[CH3:25])=[O:22])[CH2:16]2)=[O:14])[CH2:10][CH2:11]1. (2) Given the reactants Cl[CH2:2][CH2:3][O:4][C:5]1[C:13]2[C:8](=[N:9][CH:10]=[N:11][C:12]=2[NH:14][C:15]2[CH:20]=[CH:19][C:18]([O:21][C:22]3[CH:23]=[N:24][C:25]([CH3:28])=[CH:26][CH:27]=3)=[C:17]([Cl:29])[CH:16]=2)[NH:7][N:6]=1.[NH:30]1[CH2:34][CH2:33][CH2:32][CH2:31]1, predict the reaction product. The product is: [Cl:29][C:17]1[CH:16]=[C:15]([NH:14][C:12]2[N:11]=[CH:10][N:9]=[C:8]3[NH:7][N:6]=[C:5]([O:4][CH2:3][CH2:2][N:30]4[CH2:34][CH2:33][CH2:32][CH2:31]4)[C:13]=23)[CH:20]=[CH:19][C:18]=1[O:21][C:22]1[CH:23]=[N:24][C:25]([CH3:28])=[CH:26][CH:27]=1.